From a dataset of Forward reaction prediction with 1.9M reactions from USPTO patents (1976-2016). Predict the product of the given reaction. (1) Given the reactants [NH2:1][C:2]1[C:3]2[C:10]([F:11])=[CH:9][N:8]([C@@H:12]3[O:16][C:15]([CH2:19][OH:20])([CH2:17][OH:18])[C@@H:14]([O:21][Si:22]([C:25]([CH3:28])([CH3:27])[CH3:26])([CH3:24])[CH3:23])[CH2:13]3)[C:4]=2[N:5]=[CH:6][N:7]=1.I(C1C=CC=CC=1C(O)=O)(=O)=O, predict the reaction product. The product is: [NH2:1][C:2]1[C:3]2[C:10]([F:11])=[CH:9][N:8]([C@@H:12]3[O:16][C@@:15]([CH2:19][OH:20])([CH:17]=[O:18])[C@@H:14]([O:21][Si:22]([C:25]([CH3:28])([CH3:27])[CH3:26])([CH3:23])[CH3:24])[CH2:13]3)[C:4]=2[N:5]=[CH:6][N:7]=1. (2) Given the reactants Br[C:2]1[C:3]([Cl:9])=[N:4][C:5]([Cl:8])=[N:6][CH:7]=1.N1(C=O)CC[O:13][CH2:12]C1.Cl.CCOCC, predict the reaction product. The product is: [Cl:8][C:5]1[N:4]=[C:3]([Cl:9])[C:2]([CH:12]=[O:13])=[CH:7][N:6]=1. (3) Given the reactants C([O:8][C:9]1[CH:14]=[CH:13][C:12]([N:15]2[C:19]3=[N:20][CH:21]=[CH:22][C:23]([CH3:24])=[C:18]3[N:17]([CH:25]([CH3:27])[CH3:26])[C:16]2=[O:28])=[CH:11][CH:10]=1)C1C=CC=CC=1, predict the reaction product. The product is: [OH:8][C:9]1[CH:10]=[CH:11][C:12]([N:15]2[C:19]3=[N:20][CH:21]=[CH:22][C:23]([CH3:24])=[C:18]3[N:17]([CH:25]([CH3:26])[CH3:27])[C:16]2=[O:28])=[CH:13][CH:14]=1. (4) The product is: [Cl:1][C:2]1[CH:3]=[CH:4][C:5]([CH:8]2[CH2:10][CH2:11][C:9]2=[O:20])=[CH:6][CH:7]=1. Given the reactants [Cl:1][C:2]1[CH:7]=[CH:6][C:5]([CH:8]=[C:9]2[CH2:11][CH2:10]2)=[CH:4][CH:3]=1.ClC1C=CC=C(C(OO)=[O:20])C=1, predict the reaction product.